This data is from B-cell epitopes from IEDB database with 3,159 antigens for binding position prediction. The task is: Token-level Classification. Given an antigen amino acid sequence, predict which amino acid positions are active epitope sites capable of antibody binding. Output is a list of indices for active positions. The epitope positions are: [736, 737, 738, 739, 740, 741, 742, 743, 744, 745]. The amino acids at these positions are: KYEQGGNIID. Given the antigen sequence: MKSNLRYGIRKHKLGAASVFLGTMIVVGMGQEKEAAASEQNNTTVEESGSSATESKASETQTTTNNVNTIDETQSYSATSTEQPSQSTQVTTEEAPKTVQAPKVETSRVDLPSEKVADKETTGTQVDIAQPSNVSEIKPRMKRSTDVTAVAEKEVVEETKATGTDVTNKVEVEEGSEIVGHKQDTNVVNPHNAERVTLKYKWKFGEGIKAGDYFDFTLSDNVETHGISTLRKVPEIKSTDGQVMATGEIIGERKVRYTFKEYVQEKKDLTAELSLNLFIDPTTVTQKGNQNVEVKLGETTVSKIFNIQYLGGVRDNWGVTANGRIDTLNKVDGKFSHFAYMKPNNQSLSSVTVTGQVTKGNKPGVNNPTVKVYKHIGSDDLAESVYAKLDDVSKFEDVTDNMSLDFDTNGGYSLNFNNLDQSKNYVIKYEGYYDSNASNLEFQTHLFGYYNYYYTSNLTWKNGVAFYSNNAQGDGKDKLKEPIIEHSTPIELEFKSEPPV..., which amino acid positions are active epitope sites?